The task is: Regression. Given two drug SMILES strings and cell line genomic features, predict the synergy score measuring deviation from expected non-interaction effect.. This data is from NCI-60 drug combinations with 297,098 pairs across 59 cell lines. (1) Drug 1: C1CCC(C1)C(CC#N)N2C=C(C=N2)C3=C4C=CNC4=NC=N3. Drug 2: CN(CCCl)CCCl.Cl. Cell line: NCI/ADR-RES. Synergy scores: CSS=5.21, Synergy_ZIP=-0.872, Synergy_Bliss=0.388, Synergy_Loewe=-7.11, Synergy_HSA=-1.67. (2) Drug 1: C1CC(C1)(C(=O)O)C(=O)O.[NH2-].[NH2-].[Pt+2]. Drug 2: CC1C(C(CC(O1)OC2CC(CC3=C2C(=C4C(=C3O)C(=O)C5=CC=CC=C5C4=O)O)(C(=O)C)O)N)O. Cell line: A549. Synergy scores: CSS=59.6, Synergy_ZIP=-5.52, Synergy_Bliss=-2.11, Synergy_Loewe=1.07, Synergy_HSA=2.10. (3) Drug 1: CC1=C(C(CCC1)(C)C)C=CC(=CC=CC(=CC(=O)O)C)C. Drug 2: C(CN)CNCCSP(=O)(O)O. Cell line: K-562. Synergy scores: CSS=7.16, Synergy_ZIP=-1.89, Synergy_Bliss=-1.50, Synergy_Loewe=1.40, Synergy_HSA=-2.17. (4) Drug 1: C1CN1C2=NC(=NC(=N2)N3CC3)N4CC4. Drug 2: C(CC(=O)O)C(=O)CN.Cl. Cell line: SF-268. Synergy scores: CSS=14.5, Synergy_ZIP=-5.08, Synergy_Bliss=3.45, Synergy_Loewe=-15.0, Synergy_HSA=-1.79. (5) Drug 1: CC1=C(N=C(N=C1N)C(CC(=O)N)NCC(C(=O)N)N)C(=O)NC(C(C2=CN=CN2)OC3C(C(C(C(O3)CO)O)O)OC4C(C(C(C(O4)CO)O)OC(=O)N)O)C(=O)NC(C)C(C(C)C(=O)NC(C(C)O)C(=O)NCCC5=NC(=CS5)C6=NC(=CS6)C(=O)NCCC[S+](C)C)O. Drug 2: CCC1(C2=C(COC1=O)C(=O)N3CC4=CC5=C(C=CC(=C5CN(C)C)O)N=C4C3=C2)O.Cl. Cell line: OVCAR-5. Synergy scores: CSS=60.4, Synergy_ZIP=-5.04, Synergy_Bliss=-2.72, Synergy_Loewe=1.97, Synergy_HSA=3.85. (6) Drug 1: C1=CC(=CC=C1C#N)C(C2=CC=C(C=C2)C#N)N3C=NC=N3. Drug 2: C1CN1P(=S)(N2CC2)N3CC3. Cell line: RXF 393. Synergy scores: CSS=-0.467, Synergy_ZIP=0.757, Synergy_Bliss=1.08, Synergy_Loewe=-1.50, Synergy_HSA=-1.84. (7) Drug 1: CN(C)N=NC1=C(NC=N1)C(=O)N. Drug 2: C1CC(=O)NC(=O)C1N2C(=O)C3=CC=CC=C3C2=O. Cell line: DU-145. Synergy scores: CSS=4.61, Synergy_ZIP=-0.528, Synergy_Bliss=1.42, Synergy_Loewe=-0.836, Synergy_HSA=-1.10.